This data is from Catalyst prediction with 721,799 reactions and 888 catalyst types from USPTO. The task is: Predict which catalyst facilitates the given reaction. (1) Product: [NH:1]([C:23]([O:25][CH2:26][C:27]1[CH:28]=[CH:29][CH:30]=[CH:31][CH:32]=1)=[O:24])[C@@H:2]([C:13]([NH:15][C:16]([C:19]([OH:21])=[O:20])([CH3:18])[CH3:17])=[O:14])[CH2:3][C:4]1[C:12]2[C:7](=[CH:8][CH:9]=[CH:10][CH:11]=2)[NH:6][CH:5]=1. Reactant: [NH:1]([C:23]([O:25][CH2:26][C:27]1[CH:32]=[CH:31][CH:30]=[CH:29][CH:28]=1)=[O:24])[C@@H:2]([C:13]([NH:15][C:16]([C:19]([O:21]C)=[O:20])([CH3:18])[CH3:17])=[O:14])[CH2:3][C:4]1[C:12]2[C:7](=[CH:8][CH:9]=[CH:10][CH:11]=2)[NH:6][CH:5]=1.O.[OH-].[Na+]. The catalyst class is: 5. (2) Reactant: [C:1]([C@H:4]([NH:31]C(=O)O)[CH2:5][C:6](=[O:30])[NH:7][CH:8]1[C:20]2[CH:19]=[CH:18][CH:17]=[C:16]([C:21]3[NH:29][C:24]4[CH:25]=[N:26][CH:27]=[CH:28][C:23]=4[N:22]=3)[C:15]=2[C:14]2[C:9]1=[CH:10][CH:11]=[CH:12][CH:13]=2)(=[O:3])[NH2:2].Cl. Product: [NH2:31][C@H:4]([CH2:5][C:6]([NH:7][CH:8]1[C:20]2[CH:19]=[CH:18][CH:17]=[C:16]([C:21]3[NH:29][C:24]4[CH:25]=[N:26][CH:27]=[CH:28][C:23]=4[N:22]=3)[C:15]=2[C:14]2[C:9]1=[CH:10][CH:11]=[CH:12][CH:13]=2)=[O:30])[C:1]([NH2:2])=[O:3]. The catalyst class is: 12. (3) Reactant: [CH3:1][O:2][C:3]1[CH:4]=[C:5]([NH2:13])[CH:6]=[C:7]([O:11][CH3:12])[C:8]=1[O:9][CH3:10].[N+:14]([C:17]1[CH:25]=[CH:24][C:20]([C:21](Cl)=[O:22])=[CH:19][CH:18]=1)([O-:16])=[O:15]. Product: [N+:14]([C:17]1[CH:18]=[CH:19][C:20]([C:21]([NH:13][C:5]2[CH:6]=[C:7]([O:11][CH3:12])[C:8]([O:9][CH3:10])=[C:3]([O:2][CH3:1])[CH:4]=2)=[O:22])=[CH:24][CH:25]=1)([O-:16])=[O:15]. The catalyst class is: 228. (4) Reactant: [CH2:1]([O:3][C:4]([C:6]1[N:7]=[C:8]([NH2:11])[S:9][CH:10]=1)=[O:5])C.C[O-].[Na+]. Product: [CH3:1][O:3][C:4]([C:6]1[N:7]=[C:8]([NH2:11])[S:9][CH:10]=1)=[O:5]. The catalyst class is: 5. (5) Reactant: FC(F)(F)[C:3]([C:5]1[C:13]2[C:8](=[CH:9][CH:10]=[CH:11][C:12]=2[F:14])[NH:7][CH:6]=1)=[O:4].[OH-:17].[Na+]. Product: [F:14][C:12]1[CH:11]=[CH:10][CH:9]=[C:8]2[C:13]=1[C:5]([C:3]([OH:4])=[O:17])=[CH:6][NH:7]2. The catalyst class is: 6. (6) Reactant: [N:1]1([C:7]([C:9]2[CH:10]=[C:11]([C:14]3[CH:22]=[CH:21][C:17]([C:18](O)=[O:19])=[CH:16][CH:15]=3)[S:12][CH:13]=2)=[O:8])[CH2:6][CH2:5][CH2:4][CH2:3][CH2:2]1.C(Cl)(=O)C(Cl)=O.[CH2:29]([N:31](CC)CC)C.CN.Cl. Product: [CH3:29][NH:31][C:18](=[O:19])[C:17]1[CH:21]=[CH:22][C:14]([C:11]2[S:12][CH:13]=[C:9]([C:7]([N:1]3[CH2:6][CH2:5][CH2:4][CH2:3][CH2:2]3)=[O:8])[CH:10]=2)=[CH:15][CH:16]=1. The catalyst class is: 59. (7) Reactant: [CH2:1]([O:8][C:9]1[C:18]2[C:13](=[CH:14][CH:15]=[CH:16][CH:17]=2)[N:12]=[C:11]([CH2:19][NH:20][CH2:21][CH2:22][CH2:23][CH2:24][CH2:25][CH2:26][CH3:27])[C:10]=1[CH3:28])[C:2]1[CH:7]=[CH:6][CH:5]=[CH:4][CH:3]=1.[C:29](OC(=O)C)(=[O:31])[CH3:30]. Product: [CH2:1]([O:8][C:9]1[C:18]2[C:13](=[CH:14][CH:15]=[CH:16][CH:17]=2)[N:12]=[C:11]([CH2:19][N:20]([CH2:21][CH2:22][CH2:23][CH2:24][CH2:25][CH2:26][CH3:27])[C:29](=[O:31])[CH3:30])[C:10]=1[CH3:28])[C:2]1[CH:3]=[CH:4][CH:5]=[CH:6][CH:7]=1. The catalyst class is: 17.